Dataset: Peptide-MHC class I binding affinity with 185,985 pairs from IEDB/IMGT. Task: Regression. Given a peptide amino acid sequence and an MHC pseudo amino acid sequence, predict their binding affinity value. This is MHC class I binding data. (1) The peptide sequence is WAWWTCSRVIF. The MHC is Mamu-B52 with pseudo-sequence Mamu-B52. The binding affinity (normalized) is 0.271. (2) The peptide sequence is KYLPLDKGI. The MHC is Patr-A0701 with pseudo-sequence Patr-A0701. The binding affinity (normalized) is 0. (3) The MHC is HLA-B45:01 with pseudo-sequence HLA-B45:01. The binding affinity (normalized) is 0.00715. The peptide sequence is GLPVEYLQVPS. (4) The peptide sequence is RRARSLSAERY. The MHC is HLA-A33:01 with pseudo-sequence HLA-A33:01. The binding affinity (normalized) is 0.